Dataset: Forward reaction prediction with 1.9M reactions from USPTO patents (1976-2016). Task: Predict the product of the given reaction. (1) The product is: [F:18][C:19]1[CH:24]=[C:23]([S:25]([CH3:28])(=[O:27])=[O:26])[CH:22]=[CH:21][C:20]=1[N:29]1[CH2:34][CH2:33][N:32]([C:7]([C:6]2[CH:10]=[C:11]([S:14]([CH3:17])(=[O:16])=[O:15])[CH:12]=[CH:13][C:5]=2[S:4][CH:1]([CH3:2])[CH3:3])=[O:9])[CH2:31][CH2:30]1. Given the reactants [CH:1]([S:4][C:5]1[CH:13]=[CH:12][C:11]([S:14]([CH3:17])(=[O:16])=[O:15])=[CH:10][C:6]=1[C:7]([OH:9])=O)([CH3:3])[CH3:2].[F:18][C:19]1[CH:24]=[C:23]([S:25]([CH3:28])(=[O:27])=[O:26])[CH:22]=[CH:21][C:20]=1[N:29]1[CH2:34][CH2:33][NH:32][CH2:31][CH2:30]1, predict the reaction product. (2) Given the reactants [Cl:1][C:2]1[CH:21]=[CH:20][C:5]([CH2:6][N:7]2[CH:12]=[N:11][C:10]([N:13]3[CH2:18][CH2:17][NH:16][CH2:15][CH2:14]3)=[N:9][C:8]2=[O:19])=[CH:4][CH:3]=1.[I-].C[N+]1C=CN([C:29]([O:31][C:32]([CH3:38])([CH3:37])[C:33]([F:36])([F:35])[F:34])=[O:30])C=1, predict the reaction product. The product is: [Cl:1][C:2]1[CH:21]=[CH:20][C:5]([CH2:6][N:7]2[CH:12]=[N:11][C:10]([N:13]3[CH2:18][CH2:17][N:16]([C:29]([O:31][C:32]([CH3:38])([CH3:37])[C:33]([F:36])([F:35])[F:34])=[O:30])[CH2:15][CH2:14]3)=[N:9][C:8]2=[O:19])=[CH:4][CH:3]=1. (3) Given the reactants [NH2:1][C:2]1[CH:7]=[CH:6][CH:5]=[CH:4][C:3]=1[C:8]1[NH:12][C:11]([CH3:13])=[C:10]([C:14]([NH2:16])=[O:15])[CH:9]=1.C(N(C(C)C)CC)(C)C.[CH2:26](Cl)[C:27]([C:29]1[CH:34]=[CH:33][CH:32]=[CH:31][CH:30]=1)=O.[O:36]1CCCC1, predict the reaction product. The product is: [CH3:13][C:11]1[NH:12][C:8]([C:3]2[CH:4]=[CH:5][CH:6]=[CH:7][C:2]=2[NH:1][C:26](=[O:36])[CH2:27][C:29]2[CH:34]=[CH:33][CH:32]=[CH:31][CH:30]=2)=[CH:9][C:10]=1[C:14]([NH2:16])=[O:15]. (4) Given the reactants [NH:1]1[C:9]2[CH2:8][CH2:7][CH2:6][CH2:5][C:4]=2[C:3]([C:10]([O:12][CH3:13])=[O:11])=[N:2]1.Br[CH2:15][C:16]1[CH:21]=[CH:20][C:19]([C:22]([N:24]2[CH2:28][CH2:27][CH2:26][CH2:25]2)=[O:23])=[CH:18][CH:17]=1.C(=O)([O-])[O-].[K+].[K+].CN(C=O)C, predict the reaction product. The product is: [N:24]1([C:22]([C:19]2[CH:18]=[CH:17][C:16]([CH2:15][N:1]3[C:9]4[CH2:8][CH2:7][CH2:6][CH2:5][C:4]=4[C:3]([C:10]([O:12][CH3:13])=[O:11])=[N:2]3)=[CH:21][CH:20]=2)=[O:23])[CH2:25][CH2:26][CH2:27][CH2:28]1. (5) Given the reactants [OH:1][C:2]1[CH:3]=[C:4]([CH:8]=[C:9]([OH:11])[CH:10]=1)[C:5]([OH:7])=[O:6].[CH3:12]O, predict the reaction product. The product is: [OH:1][C:2]1[CH:3]=[C:4]([CH:8]=[C:9]([OH:11])[CH:10]=1)[C:5]([O:7][CH3:12])=[O:6]. (6) Given the reactants COC1C=CC(C[N:8]2[C:12]3[N:13]=[C:14]4[CH2:21][NH:20][CH2:19][CH2:18][N:15]4[C:16](=[O:17])[C:11]=3[C:10]([NH:22][C:23]3[CH:28]=[CH:27][CH:26]=[CH:25][CH:24]=3)=[N:9]2)=CC=1.FC(F)(F)C(O)=O.S(=O)(=O)(O)O, predict the reaction product. The product is: [C:23]1([NH:22][C:10]2[C:11]3[C:16](=[O:17])[N:15]4[CH2:18][CH2:19][NH:20][CH2:21][C:14]4=[N:13][C:12]=3[NH:8][N:9]=2)[CH:28]=[CH:27][CH:26]=[CH:25][CH:24]=1.